From a dataset of NCI-60 drug combinations with 297,098 pairs across 59 cell lines. Regression. Given two drug SMILES strings and cell line genomic features, predict the synergy score measuring deviation from expected non-interaction effect. (1) Drug 1: CC12CCC(CC1=CCC3C2CCC4(C3CC=C4C5=CN=CC=C5)C)O. Drug 2: C(CCl)NC(=O)N(CCCl)N=O. Cell line: OVCAR3. Synergy scores: CSS=13.6, Synergy_ZIP=-4.01, Synergy_Bliss=4.48, Synergy_Loewe=2.20, Synergy_HSA=4.37. (2) Drug 1: CC1=C(N=C(N=C1N)C(CC(=O)N)NCC(C(=O)N)N)C(=O)NC(C(C2=CN=CN2)OC3C(C(C(C(O3)CO)O)O)OC4C(C(C(C(O4)CO)O)OC(=O)N)O)C(=O)NC(C)C(C(C)C(=O)NC(C(C)O)C(=O)NCCC5=NC(=CS5)C6=NC(=CS6)C(=O)NCCC[S+](C)C)O. Drug 2: CC(C)CN1C=NC2=C1C3=CC=CC=C3N=C2N. Cell line: HCT-15. Synergy scores: CSS=51.9, Synergy_ZIP=-3.35, Synergy_Bliss=-5.73, Synergy_Loewe=-7.28, Synergy_HSA=-4.80. (3) Drug 1: C1=CC(=CC=C1CCCC(=O)O)N(CCCl)CCCl. Drug 2: C1=CN(C=N1)CC(O)(P(=O)(O)O)P(=O)(O)O. Cell line: BT-549. Synergy scores: CSS=3.51, Synergy_ZIP=-8.68, Synergy_Bliss=-9.60, Synergy_Loewe=-12.6, Synergy_HSA=-10.1. (4) Drug 1: C1=CC(=CC=C1CCC2=CNC3=C2C(=O)NC(=N3)N)C(=O)NC(CCC(=O)O)C(=O)O. Drug 2: CN(C(=O)NC(C=O)C(C(C(CO)O)O)O)N=O. Cell line: SR. Synergy scores: CSS=80.7, Synergy_ZIP=10.6, Synergy_Bliss=9.85, Synergy_Loewe=8.97, Synergy_HSA=12.4. (5) Drug 1: C1C(C(OC1N2C=NC3=C(N=C(N=C32)Cl)N)CO)O. Drug 2: C1C(C(OC1N2C=NC3=C2NC=NCC3O)CO)O. Cell line: NCI-H322M. Synergy scores: CSS=-0.772, Synergy_ZIP=-0.0101, Synergy_Bliss=-3.60, Synergy_Loewe=-0.933, Synergy_HSA=-6.36.